The task is: Predict which catalyst facilitates the given reaction.. This data is from Catalyst prediction with 721,799 reactions and 888 catalyst types from USPTO. (1) Reactant: [F:1][C:2]([F:13])([F:12])[C:3](=[O:11])[CH2:4][C:5]1[CH:10]=[CH:9][CH:8]=[CH:7][CH:6]=1.[Br:14]Br. Product: [Br:14][CH:4]([C:5]1[CH:10]=[CH:9][CH:8]=[CH:7][CH:6]=1)[C:3](=[O:11])[C:2]([F:12])([F:13])[F:1]. The catalyst class is: 27. (2) Reactant: C([O:3][C:4](=S)[NH:5][C:6]1[CH:11]=[C:10]([S:12]([CH3:15])(=[O:14])=[O:13])[CH:9]=[C:8]([NH:16][C:17]2[N:26]=[CH:25][C:24]3[N:23]([CH3:27])[C:22](=[O:28])[CH2:21][N:20]([CH:29]([CH3:31])[CH3:30])[C:19]=3[N:18]=2)[CH:7]=1)C.[C:33]([O:37][C:38](=[O:47])[NH:39][C@H:40]1[CH2:45][CH2:44][C@@H:43]([NH2:46])[CH2:42][CH2:41]1)([CH3:36])([CH3:35])[CH3:34]. Product: [C:33]([O:37][C:38](=[O:47])[NH:39][CH:40]1[CH2:41][CH2:42][CH:43]([NH:46][C:4]([NH:5][C:6]2[CH:11]=[C:10]([S:12]([CH3:15])(=[O:14])=[O:13])[CH:9]=[C:8]([NH:16][C:17]3[N:26]=[CH:25][C:24]4[N:23]([CH3:27])[C:22](=[O:28])[CH2:21][N:20]([CH:29]([CH3:31])[CH3:30])[C:19]=4[N:18]=3)[CH:7]=2)=[O:3])[CH2:44][CH2:45]1)([CH3:36])([CH3:34])[CH3:35]. The catalyst class is: 18. (3) Reactant: [CH2:1]([O:8][C:9]([NH:11][NH:12][C@@H:13]([C:17]([CH3:20])([CH3:19])[CH3:18])[CH2:14][CH:15]=[CH2:16])=[O:10])[C:2]1[CH:7]=[CH:6][CH:5]=[CH:4][CH:3]=1.C([O-])([O-])=O.[K+].[K+].[CH3:27][C:28]1[CH:29]=[C:30]([CH:34]=[C:35]([CH3:37])[CH:36]=1)[C:31](Cl)=[O:32]. Product: [CH2:1]([O:8][C:9]([NH:11][N:12]([C@@H:13]([C:17]([CH3:20])([CH3:19])[CH3:18])[CH2:14][CH:15]=[CH2:16])[C:31](=[O:32])[C:30]1[CH:34]=[C:35]([CH3:37])[CH:36]=[C:28]([CH3:27])[CH:29]=1)=[O:10])[C:2]1[CH:7]=[CH:6][CH:5]=[CH:4][CH:3]=1. The catalyst class is: 2. (4) Reactant: Br[C:2]1[C:23]([N:24]2[CH2:29][CH2:28][O:27][CH2:26][CH2:25]2)=[CH:22][C:5]2[C:6]([CH3:21])([CH3:20])[C:7]3[NH:8][C:9]4[C:14]([C:15]=3[C:16](=[O:17])[C:4]=2[CH:3]=1)=[CH:13][CH:12]=[C:11]([C:18]#[N:19])[CH:10]=4.Br[CH2:31][C:32]#[CH:33].[NH:34]1[CH2:39][CH2:38][O:37][CH2:36][CH2:35]1.CC(C1C=C(C(C)C)C(C2C=CC=CC=2P(C2CCCCC2)C2CCCCC2)=C(C(C)C)C=1)C.C(=O)([O-])[O-].[Cs+].[Cs+]. Product: [CH3:20][C:6]1([CH3:21])[C:7]2[NH:8][C:9]3[C:14](=[CH:13][CH:12]=[C:11]([C:18]#[N:19])[CH:10]=3)[C:15]=2[C:16](=[O:17])[C:4]2[CH:3]=[C:2]([C:33]#[C:32][CH2:31][N:34]3[CH2:39][CH2:38][O:37][CH2:36][CH2:35]3)[C:23]([N:24]3[CH2:29][CH2:28][O:27][CH2:26][CH2:25]3)=[CH:22][C:5]1=2. The catalyst class is: 192. (5) Reactant: [CH3:1][C:2]1[NH:3][CH:4]=[CH:5][N:6]=1.Br[CH2:8][CH2:9][Cl:10].C(=O)([O-])[O-].[K+].[K+]. The catalyst class is: 3. Product: [Cl:10][CH2:9][CH2:8][N:3]1[CH:4]=[CH:5][N:6]=[C:2]1[CH3:1]. (6) Reactant: Cl.[CH:2]1([C:5]2[N:6]=[CH:7][C:8]([O:11][C@H:12]3[CH2:22][N:15]4[C:16](=[O:21])[CH2:17][CH2:18][NH:19][CH2:20][C@H:14]4[CH2:13]3)=[N:9][CH:10]=2)[CH2:4][CH2:3]1.[F:23][C:24]([F:35])([F:34])[C:25]1[CH:26]=[C:27]([CH:31]=[CH:32][CH:33]=1)[C:28](Cl)=[O:29].C(N(CC)CC)C. Product: [CH:2]1([C:5]2[N:6]=[CH:7][C:8]([O:11][C@H:12]3[CH2:22][N:15]4[C:16](=[O:21])[CH2:17][CH2:18][N:19]([C:28](=[O:29])[C:27]5[CH:31]=[CH:32][CH:33]=[C:25]([C:24]([F:23])([F:34])[F:35])[CH:26]=5)[CH2:20][C@H:14]4[CH2:13]3)=[N:9][CH:10]=2)[CH2:4][CH2:3]1. The catalyst class is: 112. (7) Reactant: [CH2:1]([O:8][C:9]1[CH:14]=[C:13]([O:15][CH2:16][C:17]2[CH:22]=[CH:21][CH:20]=[CH:19][CH:18]=2)[N:12]=[C:11]([Cl:23])[C:10]=1[CH2:24][CH3:25])[C:2]1[CH:7]=[CH:6][CH:5]=[CH:4][CH:3]=1.[Li]CCCC.Cl[C:32]([O:34][CH2:35][C:36]1[CH:41]=[CH:40][CH:39]=[CH:38][CH:37]=1)=[O:33]. Product: [CH2:16]([O:15][C:13]1[N:12]=[C:11]([Cl:23])[C:10]([CH2:24][CH3:25])=[C:9]([O:8][CH2:1][C:2]2[CH:7]=[CH:6][CH:5]=[CH:4][CH:3]=2)[C:14]=1[C:32]([O:34][CH2:35][C:36]1[CH:41]=[CH:40][CH:39]=[CH:38][CH:37]=1)=[O:33])[C:17]1[CH:22]=[CH:21][CH:20]=[CH:19][CH:18]=1. The catalyst class is: 1.